Predict the reaction yield, written as a fraction of the theoretical maximum amount of product (1.0 means a 100% yield; for example, 0.34 means a 34% yield). From a dataset of Reaction yield outcomes from USPTO patents with 853,638 reactions. (1) The reactants are Br[C:2]1[N:7]=[C:6]([C:8]2[NH:17][C:16](=[O:18])[C:15]3[C:10](=[CH:11][C:12]([O:21][CH3:22])=[CH:13][C:14]=3[O:19][CH3:20])[N:9]=2)[CH:5]=[CH:4][C:3]=1[O:23][CH3:24].[Cl:25][C:26]1[CH:31]=[C:30]([C:32](=[O:36])[N:33]([CH3:35])[CH3:34])[CH:29]=[CH:28][C:27]=1B(O)O.C([O-])([O-])=O.[Na+].[Na+]. The catalyst is C1(C)C=CC=CC=1.C(O)C.O.C1C=CC([P]([Pd]([P](C2C=CC=CC=2)(C2C=CC=CC=2)C2C=CC=CC=2)([P](C2C=CC=CC=2)(C2C=CC=CC=2)C2C=CC=CC=2)[P](C2C=CC=CC=2)(C2C=CC=CC=2)C2C=CC=CC=2)(C2C=CC=CC=2)C2C=CC=CC=2)=CC=1. The product is [Cl:25][C:26]1[CH:31]=[C:30]([CH:29]=[CH:28][C:27]=1[C:2]1[C:3]([O:23][CH3:24])=[CH:4][CH:5]=[C:6]([C:8]2[NH:17][C:16](=[O:18])[C:15]3[C:10](=[CH:11][C:12]([O:21][CH3:22])=[CH:13][C:14]=3[O:19][CH3:20])[N:9]=2)[N:7]=1)[C:32]([N:33]([CH3:35])[CH3:34])=[O:36]. The yield is 0.0980. (2) The catalyst is CN(C=O)C. The reactants are CC1C=CC(S([O:11][CH2:12][CH2:13][N:14]([C:16]([O:18][C:19]([CH3:22])([CH3:21])[CH3:20])=[O:17])[CH3:15])(=O)=O)=CC=1.[Br:23][C:24]1[CH:25]=[C:26]([NH:32][C:33]2[CH:38]=[CH:37][CH:36]=[C:35](O)[N:34]=2)[C:27](=[O:31])[N:28]([CH3:30])[CH:29]=1.C([O-])([O-])=O.[Cs+].[Cs+]. The product is [Br:23][C:24]1[CH:25]=[C:26]([NH:32][C:33]2[N:34]=[C:35]([O:11][CH2:12][CH2:13][N:14]([CH3:15])[C:16](=[O:17])[O:18][C:19]([CH3:20])([CH3:21])[CH3:22])[CH:36]=[CH:37][CH:38]=2)[C:27](=[O:31])[N:28]([CH3:30])[CH:29]=1. The yield is 0.220.